Dataset: Reaction yield outcomes from USPTO patents with 853,638 reactions. Task: Predict the reaction yield, written as a fraction of the theoretical maximum amount of product (1.0 means a 100% yield; for example, 0.34 means a 34% yield). (1) The reactants are [F:1][C:2]([F:24])([F:23])[C:3]1[CH:4]=[C:5]([C:13]2[N:17]=[CH:16][N:15](/[CH:18]=[CH:19]\[C:20](O)=[O:21])[N:14]=2)[CH:6]=[C:7]([C:9]([F:12])([F:11])[F:10])[CH:8]=1.CCN=C=NCCCN(C)C.Cl.Cl.[F:38][C:39]1([F:45])[CH2:44][CH2:43][CH2:42][NH:41][CH2:40]1.CCN(C(C)C)C(C)C.C1C=CC2N(O)N=NC=2C=1. The catalyst is C(Cl)Cl. The product is [F:11][C:9]([F:10])([F:12])[C:7]1[CH:6]=[C:5]([C:13]2[N:17]=[CH:16][N:15](/[CH:18]=[CH:19]\[C:20]([N:41]3[CH2:42][CH2:43][CH2:44][C:39]([F:45])([F:38])[CH2:40]3)=[O:21])[N:14]=2)[CH:4]=[C:3]([C:2]([F:1])([F:23])[F:24])[CH:8]=1. The yield is 0.141. (2) The reactants are [C:1]([O:5][C:6]([NH:8][C@@H:9]([CH2:13][C:14]1[CH2:18][CH2:17][CH2:16][CH:15]=1)[C:10]([OH:12])=O)=[O:7])([CH3:4])([CH3:3])[CH3:2].ClC(OCC)=O.CN1CCOCC1.Cl.[CH3:33][NH:34][O:35][CH3:36]. The catalyst is C(Cl)Cl.C1COCC1.C(Cl)Cl. The product is [C:14]1([CH2:13][C@H:9]([NH:8][C:6](=[O:7])[O:5][C:1]([CH3:2])([CH3:3])[CH3:4])[C:10]([N:34]([O:35][CH3:36])[CH3:33])=[O:12])[CH2:18][CH2:17][CH2:16][CH:15]=1. The yield is 0.930.